Dataset: Reaction yield outcomes from USPTO patents with 853,638 reactions. Task: Predict the reaction yield, written as a fraction of the theoretical maximum amount of product (1.0 means a 100% yield; for example, 0.34 means a 34% yield). (1) The reactants are [Cl:1][C:2]1[CH:13]=[C:12]([Cl:14])[CH:11]=[CH:10][C:3]=1[CH2:4][NH:5][C:6](=[O:9])[CH2:7]Cl.[C:15]([O-:18])(=[S:17])[CH3:16].[K+]. The catalyst is CN(C=O)C.C(OCC)(=O)C. The product is [C:15](=[O:18])([S:17][CH2:7][C:6](=[O:9])[NH:5][CH2:4][C:3]1[CH:10]=[CH:11][C:12]([Cl:14])=[CH:13][C:2]=1[Cl:1])[CH3:16]. The yield is 0.700. (2) The reactants are [CH2:1]([N:8]1[CH2:12][CH2:11][CH:10]([CH2:13][NH:14]C)[CH2:9]1)[C:2]1[CH:7]=[CH:6][CH:5]=[CH:4][CH:3]=1.O([C:24]([O:26][C:27]([CH3:30])([CH3:29])[CH3:28])=[O:25])[C:24]([O:26][C:27]([CH3:30])([CH3:29])[CH3:28])=[O:25]. The catalyst is C1COCC1.O.[OH-].[Na+]. The product is [CH3:1][NH2:8].[C:27]([O:26][C:24](=[O:25])[NH:14][CH2:13][CH:10]1[CH2:11][CH2:12][N:8]([CH2:1][C:2]2[CH:7]=[CH:6][CH:5]=[CH:4][CH:3]=2)[CH2:9]1)([CH3:28])([CH3:29])[CH3:30]. The yield is 0.920. (3) The reactants are Br[C:2]1[CH:6]=[CH:5][N:4]([CH3:7])[N:3]=1.[CH2:8]([N:12]1[N:16]=[C:15]2[CH:17]=[CH:18][CH:19]=[C:20]([Cl:21])[C:14]2=[N:13]1)[CH2:9][C:10]#[CH:11]. No catalyst specified. The product is [Cl:21][C:20]1[C:14]2[C:15](=[N:16][N:12]([CH2:8][CH2:9][C:10]#[C:11][C:2]3[CH:6]=[CH:5][N:4]([CH3:7])[N:3]=3)[N:13]=2)[CH:17]=[CH:18][CH:19]=1. The yield is 0.100. (4) The reactants are [Br:1][C:2]1[CH:3]=[C:4]([C:11]([O:13][CH2:14][CH3:15])=[O:12])[C:5]2[CH:10]=[N:9][NH:8][C:6]=2[N:7]=1.C([O-])([O-])=O.[K+].[K+].[CH:22]1(Br)[CH2:26][CH2:25][CH2:24][CH2:23]1. The catalyst is C(#N)C. The product is [Br:1][C:2]1[CH:3]=[C:4]([C:11]([O:13][CH2:14][CH3:15])=[O:12])[C:5]2[CH:10]=[N:9][N:8]([CH:22]3[CH2:26][CH2:25][CH2:24][CH2:23]3)[C:6]=2[N:7]=1. The yield is 0.500. (5) The reactants are [NH:1]1[CH2:6][CH2:5][CH:4]([O:7][C:8]2[CH:13]=[CH:12][C:11]([N+:14]([O-:16])=[O:15])=[CH:10][CH:9]=2)[CH2:3][CH2:2]1.[C:17]1(=O)[CH2:20][CH2:19][CH2:18]1.C([BH3-])#N.[Na+]. The catalyst is CO.[Cl-].[Zn+2].[Cl-]. The product is [CH:17]1([N:1]2[CH2:6][CH2:5][CH:4]([O:7][C:8]3[CH:9]=[CH:10][C:11]([N+:14]([O-:16])=[O:15])=[CH:12][CH:13]=3)[CH2:3][CH2:2]2)[CH2:20][CH2:19][CH2:18]1. The yield is 0.800. (6) The reactants are [F:1][C:2]([F:14])([F:13])[C:3]([NH:5][C:6]1[CH:11]=[CH:10][CH:9]=[CH:8][C:7]=1[CH3:12])=[O:4].Br[CH2:16][C:17](Br)=[O:18].[Al+3].[Cl-].[Cl-].[Cl-]. The catalyst is C(=S)=S. The product is [C:17]([C:9]1[CH:10]=[CH:11][C:6]([NH:5][C:3](=[O:4])[C:2]([F:13])([F:14])[F:1])=[C:7]([CH3:12])[CH:8]=1)(=[O:18])[CH3:16]. The yield is 0.390.